Dataset: Forward reaction prediction with 1.9M reactions from USPTO patents (1976-2016). Task: Predict the product of the given reaction. (1) Given the reactants CON(C)[C:4]([C@H:6]1[CH2:11][CH2:10][N:9]([CH2:12][C:13]2[CH:18]=[CH:17][CH:16]=[CH:15][CH:14]=2)[CH2:8][C@H:7]1[C:19]1[CH:24]=[CH:23][C:22]([Cl:25])=[CH:21][CH:20]=1)=[O:5].[CH3:27][Mg]Br.C[O-].[Na+], predict the reaction product. The product is: [CH2:12]([N:9]1[CH2:10][CH2:11][C@@H:6]([C:4](=[O:5])[CH3:27])[C@H:7]([C:19]2[CH:24]=[CH:23][C:22]([Cl:25])=[CH:21][CH:20]=2)[CH2:8]1)[C:13]1[CH:18]=[CH:17][CH:16]=[CH:15][CH:14]=1. (2) Given the reactants Br[C:2]1[CH:13]=[CH:12][C:5]2[N:6]([CH3:11])[C:7](=[O:10])[N:8]([CH3:9])[C:4]=2[CH:3]=1.[O:14]1[C:18]2([CH2:23][CH2:22][C:21](=[O:24])[CH2:20][CH2:19]2)[O:17][CH2:16][CH2:15]1, predict the reaction product. The product is: [OH:24][C:21]1([C:2]2[CH:13]=[CH:12][C:5]3[N:6]([CH3:11])[C:7](=[O:10])[N:8]([CH3:9])[C:4]=3[CH:3]=2)[CH2:22][CH2:23][C:18]2([O:14][CH2:15][CH2:16][O:17]2)[CH2:19][CH2:20]1. (3) Given the reactants [N:1]1[C:6]([C:7]([O:9][CH3:10])=[O:8])=[CH:5][CH:4]=[CH:3][C:2]=1[C:11]([O:13][CH3:14])=[O:12], predict the reaction product. The product is: [NH:1]1[C@H:2]([C:11]([O:13][CH3:14])=[O:12])[CH2:3][CH2:4][CH2:5][C@@H:6]1[C:7]([O:9][CH3:10])=[O:8]. (4) Given the reactants [CH3:1][N:2]1[CH2:7][CH2:6][N:5]([C:8]2[N:13]3[CH:14]=[C:15]([CH2:17][N:18]4[C@H:31]5[C@H:22]([CH2:23][CH2:24][C:25]6[C:30]5=[N:29][CH:28]=[CH:27][CH:26]=6)[CH2:21][CH2:20][CH2:19]4)[N:16]=[C:12]3[CH:11]=[CH:10][CH:9]=2)[CH2:4][CH2:3]1.[CH3:32][N:33]1[CH2:38][CH2:37][NH:36][CH2:35][CH2:34]1.[C:39](O)(=O)C.C=O, predict the reaction product. The product is: [CH3:1][N:2]1[CH2:3][CH2:4][N:5]([C:8]2[N:13]3[C:14]([CH2:32][N:33]4[CH2:38][CH2:37][N:36]([CH3:39])[CH2:35][CH2:34]4)=[C:15]([CH2:17][N:18]4[C@H:31]5[C@H:22]([CH2:23][CH2:24][C:25]6[C:30]5=[N:29][CH:28]=[CH:27][CH:26]=6)[CH2:21][CH2:20][CH2:19]4)[N:16]=[C:12]3[CH:11]=[CH:10][CH:9]=2)[CH2:6][CH2:7]1. (5) Given the reactants [O:1]1[C:5]2[CH:6]=[CH:7][C:8]([C:10]3([C:13]([NH:15][C:16]4[CH:17]=[C:18]5[C:22](=[CH:23][CH:24]=4)[NH:21][C:20]([C:25]([CH3:31])([CH2:27][CH2:28][C:29]#[N:30])[CH3:26])=[CH:19]5)=[O:14])[CH2:12][CH2:11]3)=[CH:9][C:4]=2[O:3][CH2:2]1.[Cl-].[NH4+].[N-:34]=[N+:35]=[N-:36].[Na+], predict the reaction product. The product is: [O:1]1[C:5]2[CH:6]=[CH:7][C:8]([C:10]3([C:13]([NH:15][C:16]4[CH:17]=[C:18]5[C:22](=[CH:23][CH:24]=4)[NH:21][C:20]([C:25]([CH3:31])([CH2:27][CH2:28][C:29]4[NH:36][N:35]=[N:34][N:30]=4)[CH3:26])=[CH:19]5)=[O:14])[CH2:12][CH2:11]3)=[CH:9][C:4]=2[O:3][CH2:2]1. (6) Given the reactants [F-].[K+].[NH2:3][C@H:4]([C:6]1[N:15]([C:16]2[CH:17]=[N:18][CH:19]=[CH:20][CH:21]=2)[C:14](=[O:22])[C:13]2[C:8](=[CH:9][CH:10]=[CH:11][C:12]=2[Cl:23])[N:7]=1)[CH3:5].[NH2:24][C:25]1[N:30]=[C:29]([NH2:31])[C:28]([C:32]#[N:33])=[C:27](Cl)[N:26]=1.[CH:35](N(C(C)C)CC)(C)C, predict the reaction product. The product is: [NH2:24][C:25]1[N:30]=[C:29]([NH2:31])[C:28]([C:32]#[N:33])=[C:27]([NH:3][C@H:4]([C:6]2[N:15]([C:16]3[CH:17]=[N:18][CH:19]=[CH:20][CH:21]=3)[C:14](=[O:22])[C:13]3[C:8](=[CH:9][CH:10]=[CH:11][C:12]=3[Cl:23])[N:7]=2)[CH2:5][CH3:35])[N:26]=1.[NH2:24][C:25]1[N:30]=[C:29]([NH2:31])[C:28]([C:32]#[N:33])=[C:27]([NH:3][C@H:4]([C:6]2[N:15]([C:16]3[CH:17]=[N:18][CH:19]=[CH:20][CH:21]=3)[C:14](=[O:22])[C:13]3[C:8](=[CH:9][CH:10]=[CH:11][C:12]=3[Cl:23])[N:7]=2)[CH3:5])[N:26]=1. (7) The product is: [CH:18]12[CH2:24][CH:21]([CH2:22][CH2:23]1)[CH2:20][CH:19]2[N:1]1[CH2:6][CH2:5][C:4]2([C:14]3[C:9](=[CH:10][CH:11]=[CH:12][CH:13]=3)[C:8]([C:15]([OH:17])=[O:16])=[CH:7]2)[CH2:3][CH2:2]1. Given the reactants [NH:1]1[CH2:6][CH2:5][C:4]2([C:14]3[C:9](=[CH:10][CH:11]=[CH:12][CH:13]=3)[C:8]([C:15]([O-:17])=[O:16])=[CH:7]2)[CH2:3][CH2:2]1.[C@H:18]12[CH2:24][C@H:21]([CH2:22][CH2:23]1)[CH2:20][C:19]2=O.C(O[BH-](OC(=O)C)OC(=O)C)(=O)C.[Na+], predict the reaction product. (8) Given the reactants [NH2:1][C:2]1[CH:18]=[CH:17][C:5]([O:6][C:7]2[CH:12]=[CH:11][N:10]=[C:9]([NH2:13])[C:8]=2[N+:14]([O-:16])=[O:15])=[C:4]([F:19])[CH:3]=1.[Cl:20][C:21]1[CH:26]=[CH:25][C:24]([N:27]=[C:28]=[O:29])=[CH:23][C:22]=1[C:30]([F:33])([F:32])[F:31], predict the reaction product. The product is: [NH2:13][C:9]1[C:8]([N+:14]([O-:16])=[O:15])=[C:7]([O:6][C:5]2[CH:17]=[CH:18][C:2]([NH:1][C:28]([NH:27][C:24]3[CH:25]=[CH:26][C:21]([Cl:20])=[C:22]([C:30]([F:32])([F:31])[F:33])[CH:23]=3)=[O:29])=[CH:3][C:4]=2[F:19])[CH:12]=[CH:11][N:10]=1. (9) Given the reactants [Cl:1][C:2]1[CH:15]=[CH:14][C:5]([CH2:6][C:7]2[C:8]([CH3:13])=[N:9][NH:10][C:11]=2[NH2:12])=[CH:4][CH:3]=1.C[O:17][C:18](=O)[CH2:19][C:20]([C:22]1[CH:31]=[CH:30][C:25]([C:26]([O:28][CH3:29])=[O:27])=[CH:24][CH:23]=1)=O, predict the reaction product. The product is: [Cl:1][C:2]1[CH:15]=[CH:14][C:5]([CH2:6][C:7]2[C:8]([CH3:13])=[N:9][N:10]3[C:18](=[O:17])[CH:19]=[C:20]([C:22]4[CH:31]=[CH:30][C:25]([C:26]([O:28][CH3:29])=[O:27])=[CH:24][CH:23]=4)[NH:12][C:11]=23)=[CH:4][CH:3]=1.